Dataset: Forward reaction prediction with 1.9M reactions from USPTO patents (1976-2016). Task: Predict the product of the given reaction. Given the reactants CI.[I-].[CH3:4][N+:5]([CH3:12])([CH2:9][CH2:10][CH3:11])[CH2:6][CH2:7][CH3:8].C([OH:15])C, predict the reaction product. The product is: [OH-:15].[CH3:4][N+:5]([CH3:12])([CH2:9][CH2:10][CH3:11])[CH2:6][CH2:7][CH3:8].